From a dataset of Peptide-MHC class I binding affinity with 185,985 pairs from IEDB/IMGT. Regression. Given a peptide amino acid sequence and an MHC pseudo amino acid sequence, predict their binding affinity value. This is MHC class I binding data. (1) The peptide sequence is RPPIFIRRL. The MHC is HLA-A01:01 with pseudo-sequence HLA-A01:01. The binding affinity (normalized) is 0. (2) The peptide sequence is AVSKNRRQL. The MHC is HLA-A69:01 with pseudo-sequence HLA-A69:01. The binding affinity (normalized) is 0.0847.